This data is from Forward reaction prediction with 1.9M reactions from USPTO patents (1976-2016). The task is: Predict the product of the given reaction. (1) Given the reactants [CH2:1](N1C=C2C(C=C(Br)C=C2)=N1)[C:2]1[CH:7]=[CH:6][CH:5]=[CH:4][CH:3]=1.[Cl:18][C:19]1[CH:27]=[C:26]2[C:22]([CH:23]=[N:24][NH:25]2)=[CH:21][C:20]=1[F:28], predict the reaction product. The product is: [CH2:1]([N:24]1[CH:23]=[C:22]2[C:26]([CH:27]=[C:19]([Cl:18])[C:20]([F:28])=[CH:21]2)=[N:25]1)[C:2]1[CH:7]=[CH:6][CH:5]=[CH:4][CH:3]=1. (2) Given the reactants FC(F)(F)S(O)(=O)=O.NC1N=C(C)C(CNC(=O)C2C=CN=C(C[N:27]3[CH:36]=[CH:35][C:34]4[C:29](=[CH:30][CH:31]=[CH:32][C:33]=4[Cl:37])[C:28]3=[O:38])C=2)=C(C)C=1, predict the reaction product. The product is: [Cl:37][C:33]1[CH:32]=[CH:31][CH:30]=[C:29]2[C:34]=1[CH2:35][CH2:36][NH:27][C:28]2=[O:38]. (3) Given the reactants [CH3:1][C:2]1[CH:8]=[C:7]([CH3:9])[C:5]([NH2:6])=[C:4]([N+:10]([O-])=O)[CH:3]=1, predict the reaction product. The product is: [CH3:9][C:7]1[CH:8]=[C:2]([CH3:1])[CH:3]=[C:4]([NH2:10])[C:5]=1[NH2:6]. (4) Given the reactants [Cl:1][C:2]1[CH:7]=[CH:6][CH:5]=[C:4]([Cl:8])[C:3]=1[N:9]1[C:18]2[C:13](=[C:14]([C:20]3[CH:25]=[CH:24][C:23]([F:26])=[CH:22][C:21]=3[F:27])[CH:15]=[C:16]([OH:19])[CH:17]=2)[CH2:12][CH2:11][C:10]1=[O:28].[CH:46]1[CH:47]=[CH:42]C(P([C:42]2[CH:47]=[CH:46][CH:45]=[CH:44]C=2)[C:46]2[CH:47]=[CH:42]C=[CH:44][CH:45]=2)=[CH:44][CH:45]=1.[CH2:48](O)[CH3:49].[N:51](C(OC(C)C)=O)=NC(OC(C)C)=O, predict the reaction product. The product is: [Cl:1][C:2]1[CH:7]=[CH:6][CH:5]=[C:4]([Cl:8])[C:3]=1[N:9]1[C:18]2[C:13](=[C:14]([C:20]3[CH:25]=[CH:24][C:23]([F:26])=[CH:22][C:21]=3[F:27])[CH:15]=[C:16]([O:19][CH2:49][CH2:48][N:51]3[CH2:44][CH2:45][CH2:46][CH2:47][CH2:42]3)[CH:17]=2)[CH2:12][CH2:11][C:10]1=[O:28].